Dataset: Full USPTO retrosynthesis dataset with 1.9M reactions from patents (1976-2016). Task: Predict the reactants needed to synthesize the given product. (1) The reactants are: [F:1][C:2]1[CH:9]=[C:8]([C:10]2[N:15]=[CH:14][CH:13]=[CH:12][N:11]=2)[CH:7]=[CH:6][C:3]=1[CH:4]=O.N1(C2C=C[C:24]([CH:25]=[O:26])=CC=2)C=CC=N1. Given the product [F:1][C:2]1[CH:9]=[C:8]([C:10]2[N:15]=[CH:14][CH:13]=[CH:12][N:11]=2)[CH:7]=[CH:6][C:3]=1/[CH:4]=[CH:24]/[CH:25]=[O:26], predict the reactants needed to synthesize it. (2) Given the product [CH2:11]([O:12][C:31]1[C:30]([Br:29])=[CH:35][N:34]=[C:33]([Cl:36])[CH:32]=1)[C:1]1[CH:10]=[CH:5][CH:6]=[CH:7][CH:8]=1, predict the reactants needed to synthesize it. The reactants are: [C:1]12([CH2:11][OH:12])[CH2:10][CH:5]3[CH2:6][CH:7](CC(C3)C1)[CH2:8]2.C(O)C1C=CC=CC=1.BrC1C=NC=CC=1Cl.[Br:29][C:30]1[C:31](Cl)=[CH:32][C:33]([Cl:36])=[N:34][CH:35]=1.